This data is from Forward reaction prediction with 1.9M reactions from USPTO patents (1976-2016). The task is: Predict the product of the given reaction. (1) The product is: [C:39]([C:33]1[CH:32]=[C:31]([CH:38]=[CH:37][C:34]=1[C:35]#[N:36])[O:22][CH2:21][CH2:20][CH:19]([CH3:23])[CH2:18][C:17]([NH:16][C:12]1[CH:13]=[CH:14][C:15]2[N:3]([CH2:1][CH3:2])[C:4]3[C:9]([C:10]=2[CH:11]=1)=[CH:8][CH:7]=[CH:6][CH:5]=3)=[O:27])#[N:40]. Given the reactants [CH2:1]([N:3]1[C:15]2[CH:14]=[CH:13][C:12]([NH:16][CH2:17][CH2:18][CH:19]([CH3:23])[CH2:20][CH2:21][OH:22])=[CH:11][C:10]=2[C:9]2[C:4]1=[CH:5][CH:6]=[CH:7][CH:8]=2)[CH3:2].CC(C)([O-:27])C.[K+].F[C:31]1[CH:32]=[C:33]([C:39]#[N:40])[C:34](=[CH:37][CH:38]=1)[C:35]#[N:36].C(OCC)(=O)C, predict the reaction product. (2) Given the reactants S(Cl)([Cl:3])=O.[NH2:5][C:6]1[N:15]=[C:14]([C:16]([N:18]2[CH2:26][C:25]3[C:20](=[CH:21][CH:22]=[CH:23][CH:24]=3)[CH2:19]2)=[O:17])[C:13]2[C:8](=[CH:9][CH:10]=[C:11]([C:27]3[CH:32]=[C:31]([F:33])[C:30]([F:34])=[CH:29][C:28]=3[CH2:35]O)[CH:12]=2)[N:7]=1, predict the reaction product. The product is: [NH2:5][C:6]1[N:15]=[C:14]([C:16]([N:18]2[CH2:26][C:25]3[C:20](=[CH:21][CH:22]=[CH:23][CH:24]=3)[CH2:19]2)=[O:17])[C:13]2[C:8](=[CH:9][CH:10]=[C:11]([C:27]3[CH:32]=[C:31]([F:33])[C:30]([F:34])=[CH:29][C:28]=3[CH2:35][Cl:3])[CH:12]=2)[N:7]=1. (3) Given the reactants Br[C:2]1[CH:3]=[CH:4][C:5]2[C:9]3[CH:10]=[CH:11][C:12](Br)=[CH:13][C:8]=3[S:7](=[O:16])(=[O:15])[C:6]=2[CH:17]=1.[N:18]12[CH2:25][CH2:24][CH:21]([CH2:22][CH2:23]1)[C@@H:20]([OH:26])[CH2:19]2.N1C2C(=CC=C3C=2N=CC=C3)C=CC=1.C(=O)([O-])[O-].[Cs+].[Cs+], predict the reaction product. The product is: [O:15]=[S:7]1(=[O:16])[C:6]2[CH:17]=[CH:2][CH:3]=[CH:4][C:5]=2[C:9]2[CH:10]=[CH:11][C:12]([O:26][C@@H:20]3[CH:21]4[CH2:24][CH2:25][N:18]([CH2:23][CH2:22]4)[CH2:19]3)=[CH:13][C:8]1=2.